From a dataset of Peptide-MHC class I binding affinity with 185,985 pairs from IEDB/IMGT. Regression. Given a peptide amino acid sequence and an MHC pseudo amino acid sequence, predict their binding affinity value. This is MHC class I binding data. (1) The peptide sequence is VPGTVVRTL. The MHC is HLA-B51:01 with pseudo-sequence HLA-B51:01. The binding affinity (normalized) is 0.370. (2) The peptide sequence is FTAMQALDY. The MHC is HLA-A03:01 with pseudo-sequence HLA-A03:01. The binding affinity (normalized) is 0.0847. (3) The peptide sequence is ISFKSINKVY. The MHC is HLA-A31:01 with pseudo-sequence HLA-A31:01. The binding affinity (normalized) is 0.150.